This data is from NCI-60 drug combinations with 297,098 pairs across 59 cell lines. The task is: Regression. Given two drug SMILES strings and cell line genomic features, predict the synergy score measuring deviation from expected non-interaction effect. (1) Drug 1: CC12CCC(CC1=CCC3C2CCC4(C3CC=C4C5=CN=CC=C5)C)O. Drug 2: C(=O)(N)NO. Cell line: OVCAR-5. Synergy scores: CSS=11.7, Synergy_ZIP=0.0193, Synergy_Bliss=4.92, Synergy_Loewe=-5.50, Synergy_HSA=4.09. (2) Drug 1: CCC1(CC2CC(C3=C(CCN(C2)C1)C4=CC=CC=C4N3)(C5=C(C=C6C(=C5)C78CCN9C7C(C=CC9)(C(C(C8N6C)(C(=O)OC)O)OC(=O)C)CC)OC)C(=O)OC)O.OS(=O)(=O)O. Drug 2: C(CCl)NC(=O)N(CCCl)N=O. Cell line: MDA-MB-231. Synergy scores: CSS=17.2, Synergy_ZIP=-0.783, Synergy_Bliss=-0.751, Synergy_Loewe=2.70, Synergy_HSA=2.83. (3) Drug 1: C1=CC(=C2C(=C1NCCNCCO)C(=O)C3=C(C=CC(=C3C2=O)O)O)NCCNCCO. Drug 2: CCC1=C2CN3C(=CC4=C(C3=O)COC(=O)C4(CC)O)C2=NC5=C1C=C(C=C5)O. Cell line: SK-MEL-2. Synergy scores: CSS=49.7, Synergy_ZIP=-3.98, Synergy_Bliss=-0.305, Synergy_Loewe=2.71, Synergy_HSA=2.97. (4) Drug 1: C1=C(C(=O)NC(=O)N1)N(CCCl)CCCl. Drug 2: CC1=C(C=C(C=C1)NC(=O)C2=CC=C(C=C2)CN3CCN(CC3)C)NC4=NC=CC(=N4)C5=CN=CC=C5. Cell line: COLO 205. Synergy scores: CSS=30.1, Synergy_ZIP=6.57, Synergy_Bliss=0.370, Synergy_Loewe=-4.49, Synergy_HSA=-0.615. (5) Drug 1: C1CC(=O)NC(=O)C1N2C(=O)C3=CC=CC=C3C2=O. Synergy scores: CSS=32.2, Synergy_ZIP=0.0188, Synergy_Bliss=-1.92, Synergy_Loewe=-43.1, Synergy_HSA=-1.07. Cell line: T-47D. Drug 2: CC1C(C(CC(O1)OC2CC(CC3=C2C(=C4C(=C3O)C(=O)C5=CC=CC=C5C4=O)O)(C(=O)C)O)N)O. (6) Drug 1: C1=CC(=CC=C1CC(C(=O)O)N)N(CCCl)CCCl.Cl. Drug 2: C1CN(P(=O)(OC1)NCCCl)CCCl. Cell line: NCI-H226. Synergy scores: CSS=-0.724, Synergy_ZIP=1.38, Synergy_Bliss=2.71, Synergy_Loewe=-8.35, Synergy_HSA=0.207. (7) Drug 1: COC1=C2C(=CC3=C1OC=C3)C=CC(=O)O2. Drug 2: C(CN)CNCCSP(=O)(O)O. Cell line: SN12C. Synergy scores: CSS=-3.05, Synergy_ZIP=2.13, Synergy_Bliss=-1.93, Synergy_Loewe=-6.53, Synergy_HSA=-7.50. (8) Drug 1: CCC1=C2CN3C(=CC4=C(C3=O)COC(=O)C4(CC)O)C2=NC5=C1C=C(C=C5)O. Drug 2: CS(=O)(=O)OCCCCOS(=O)(=O)C. Cell line: KM12. Synergy scores: CSS=41.4, Synergy_ZIP=5.72, Synergy_Bliss=5.65, Synergy_Loewe=-72.7, Synergy_HSA=3.02. (9) Drug 1: C1CCN(CC1)CCOC2=CC=C(C=C2)C(=O)C3=C(SC4=C3C=CC(=C4)O)C5=CC=C(C=C5)O. Drug 2: CS(=O)(=O)OCCCCOS(=O)(=O)C. Cell line: DU-145. Synergy scores: CSS=-0.678, Synergy_ZIP=1.65, Synergy_Bliss=1.37, Synergy_Loewe=-2.23, Synergy_HSA=-1.96.